From a dataset of CYP2C19 inhibition data for predicting drug metabolism from PubChem BioAssay. Regression/Classification. Given a drug SMILES string, predict its absorption, distribution, metabolism, or excretion properties. Task type varies by dataset: regression for continuous measurements (e.g., permeability, clearance, half-life) or binary classification for categorical outcomes (e.g., BBB penetration, CYP inhibition). Dataset: cyp2c19_veith. (1) The molecule is CC[N+](C)(CC)CCC[n+]1c(-c2ccccc2)c2cc(N)ccc2c2ccc(N)cc21. The result is 1 (inhibitor). (2) The drug is Cc1nc2cnc(Oc3ccccc3)nc2n(CCC#N)c1=O. The result is 0 (non-inhibitor).